Dataset: Reaction yield outcomes from USPTO patents with 853,638 reactions. Task: Predict the reaction yield, written as a fraction of the theoretical maximum amount of product (1.0 means a 100% yield; for example, 0.34 means a 34% yield). (1) The catalyst is CN(C=O)C. The reactants are [H-].[Na+].Br[CH2:4][CH2:5][CH2:6][N:7]1[C:15](=[O:16])[C:14]2[C:9](=[CH:10][CH:11]=[CH:12][CH:13]=2)[C:8]1=[O:17].[NH4+:18].[Cl-]. The yield is 0.410. The product is [CH3:9][CH:14]1[CH2:13][CH2:12][N:18]([CH2:4][CH2:5][CH2:6][N:7]2[C:15](=[O:16])[C:14]3[C:9](=[CH:10][CH:11]=[CH:12][CH:13]=3)[C:8]2=[O:17])[C:15]1=[O:16]. (2) The reactants are [N:1]1([C:10]2[CH:11]=[C:12]([OH:16])[CH:13]=[CH:14][CH:15]=2)[C:9]2[C:4](=[CH:5][CH:6]=[CH:7][CH:8]=2)[CH:3]=[N:2]1.Br[C:18]1[CH:30]=[CH:29][C:28]2[C:27]3[C:22](=[CH:23][CH:24]=[CH:25][CH:26]=3)[N:21]([C:31]3[CH:36]=[CH:35][CH:34]=[CH:33][N:32]=3)[C:20]=2[CH:19]=1.N1C=CC=CC=1C(O)=O.[O-]P([O-])([O-])=O.[K+].[K+].[K+]. The catalyst is [Cu]I. The product is [N:1]1([C:10]2[CH:11]=[C:12]([CH:13]=[CH:14][CH:15]=2)[O:16][C:18]2[CH:30]=[CH:29][C:28]3[C:27]4[C:22](=[CH:23][CH:24]=[CH:25][CH:26]=4)[N:21]([C:31]4[CH:36]=[CH:35][CH:34]=[CH:33][N:32]=4)[C:20]=3[CH:19]=2)[C:9]2[C:4](=[CH:5][CH:6]=[CH:7][CH:8]=2)[CH:3]=[N:2]1. The yield is 0.880. (3) The reactants are [O:1]=[C:2]1[CH:7]=[CH:6][CH:5]=[CH:4][N:3]1[C@@H:8]([CH3:12])[C:9]([OH:11])=O.[C:13]([O:17][C:18](=[O:26])[CH2:19][CH:20]([NH2:25])[CH:21]([OH:24])[CH2:22][F:23])([CH3:16])([CH3:15])[CH3:14].C1C=NC2N(O)N=NC=2C=1.C(Cl)CCl. The catalyst is CN(C1C=CN=CC=1)C.C1COCC1. The product is [C:13]([O:17][C:18](=[O:26])[CH2:19][CH:20]([NH:25][C:9](=[O:11])[C@@H:8]([N:3]1[CH:4]=[CH:5][CH:6]=[CH:7][C:2]1=[O:1])[CH3:12])[CH:21]([OH:24])[CH2:22][F:23])([CH3:16])([CH3:14])[CH3:15]. The yield is 0.920. (4) The reactants are Cl[C:2]1[N:3]=[CH:4][C:5]2[N:11]([CH3:12])[C:10](=[O:13])[CH2:9][CH2:8][N:7]([CH:14]3[CH2:18][CH2:17][CH2:16][CH2:15]3)[C:6]=2[N:19]=1.[NH2:20][C:21]1[CH:45]=[CH:44][C:24]([C:25]([NH:27][C@H:28]2[CH2:33][CH2:32][C@H:31]([N:34]3[CH2:39][CH2:38][N:37]([CH2:40][CH:41]4[CH2:43][CH2:42]4)[CH2:36][CH2:35]3)[CH2:30][CH2:29]2)=[O:26])=[CH:23][C:22]=1[O:46][CH3:47].C(O)(C(F)(F)F)=O. No catalyst specified. The product is [CH:14]1([N:7]2[CH2:8][CH2:9][C:10](=[O:13])[N:11]([CH3:12])[C:5]3[CH:4]=[N:3][C:2]([NH:20][C:21]4[CH:45]=[CH:44][C:24]([C:25]([NH:27][C@H:28]5[CH2:29][CH2:30][C@H:31]([N:34]6[CH2:39][CH2:38][N:37]([CH2:40][CH:41]7[CH2:43][CH2:42]7)[CH2:36][CH2:35]6)[CH2:32][CH2:33]5)=[O:26])=[CH:23][C:22]=4[O:46][CH3:47])=[N:19][C:6]2=3)[CH2:18][CH2:17][CH2:16][CH2:15]1. The yield is 0.260.